Dataset: Catalyst prediction with 721,799 reactions and 888 catalyst types from USPTO. Task: Predict which catalyst facilitates the given reaction. (1) Reactant: [O:1]1[CH:5]=[CH:4][CH:3]=[CH:2]1.[I-].[Mg+2].[I-].[Br:9][C:10]1[CH:11]=[CH:12][C:13]([CH2:23][CH3:24])=[C:14]([CH:16]2[C:20](=[O:21])[CH:19]=[CH:18][C:17]2=[O:22])[CH:15]=1. Product: [Br:9][C:10]1[CH:11]=[CH:12][C:13]([CH2:23][CH3:24])=[C:14]([CH:16]2[C:20](=[O:21])[CH:19]3[CH:18]([CH:5]4[O:1][CH:2]3[CH:3]=[CH:4]4)[C:17]2=[O:22])[CH:15]=1. The catalyst class is: 98. (2) Reactant: [F:1][C:2]1[CH:7]=[CH:6][C:5]([F:8])=[CH:4][C:3]=1[OH:9].Cl[C:11]1[CH:12]=[CH:13][C:14]([N+:26]([O-:28])=[O:27])=[C:15]([CH2:17][NH:18][C:19](=[O:25])[O:20][C:21]([CH3:24])([CH3:23])[CH3:22])[CH:16]=1.[H-].[Na+]. Product: [C:21]([O:20][C:19](=[O:25])[NH:18][CH2:17][C:15]1[CH:16]=[C:11]([O:9][C:3]2[CH:4]=[C:5]([F:8])[CH:6]=[CH:7][C:2]=2[F:1])[CH:12]=[CH:13][C:14]=1[N+:26]([O-:28])=[O:27])([CH3:24])([CH3:22])[CH3:23]. The catalyst class is: 9.